This data is from Forward reaction prediction with 1.9M reactions from USPTO patents (1976-2016). The task is: Predict the product of the given reaction. (1) Given the reactants [CH:1]1([C:5]2[C:10]([OH:11])=[C:9]([F:12])[C:8]([C:13]3[CH:22]=[N:21][C:20]4[NH:19][CH2:18][CH2:17][O:16][C:15]=4[CH:14]=3)=[CH:7][CH:6]=2)[CH2:4][CH2:3][CH2:2]1.Br[CH2:24][C:25]1[CH:30]=[CH:29][CH:28]=[C:27]([S:31]([CH3:34])(=[O:33])=[O:32])[CH:26]=1, predict the reaction product. The product is: [CH:1]1([C:5]2[CH:6]=[CH:7][C:8]([C:13]3[CH:22]=[N:21][C:20]4[NH:19][CH2:18][CH2:17][O:16][C:15]=4[CH:14]=3)=[C:9]([F:12])[C:10]=2[O:11][CH2:24][C:25]2[CH:30]=[CH:29][CH:28]=[C:27]([S:31]([CH3:34])(=[O:33])=[O:32])[CH:26]=2)[CH2:2][CH2:3][CH2:4]1. (2) The product is: [NH2:1][C:2]1[C:10]2[C:9]([C:11]3[CH:19]=[C:18]([OH:20])[C:14]4[CH2:15][CH2:16][O:17][C:13]=4[CH:12]=3)=[N:8][CH:7]=[N:6][C:5]=2[S:4][C:3]=1[C:28]([NH2:30])=[O:29]. Given the reactants [NH2:1][C:2]1[C:10]2[C:9]([C:11]3[CH:19]=[C:18]([O:20]CC4C=CC=CC=4)[C:14]4[CH2:15][CH2:16][O:17][C:13]=4[CH:12]=3)=[N:8][CH:7]=[N:6][C:5]=2[S:4][C:3]=1[C:28]([NH2:30])=[O:29].C1(SC)C=CC=CC=1, predict the reaction product.